This data is from Rat liver microsome stability data. The task is: Regression/Classification. Given a drug SMILES string, predict its absorption, distribution, metabolism, or excretion properties. Task type varies by dataset: regression for continuous measurements (e.g., permeability, clearance, half-life) or binary classification for categorical outcomes (e.g., BBB penetration, CYP inhibition). Dataset: rlm. (1) The drug is Cc1ccc(C(=O)Nc2nc3nc(C)cc(O)n3n2)cc1. The result is 0 (unstable in rat liver microsomes). (2) The compound is CCN1CCCC1CNCc1ccccc1. The result is 1 (stable in rat liver microsomes). (3) The drug is COc1ccccc1C(=O)Nc1ccccc1C(=O)Nc1cccc(SC(F)(F)F)c1. The result is 1 (stable in rat liver microsomes).